Dataset: Reaction yield outcomes from USPTO patents with 853,638 reactions. Task: Predict the reaction yield, written as a fraction of the theoretical maximum amount of product (1.0 means a 100% yield; for example, 0.34 means a 34% yield). The reactants are [NH2:1][C:2]1[S:12][C:5]2[CH2:6][O:7][C:8]([CH3:11])([CH3:10])[CH2:9][C:4]=2[C:3]=1[C:13]([O:15][C:16]([CH3:19])([CH3:18])[CH3:17])=[O:14].[F:20][C:21]1[CH:31]=[CH:30][CH:29]=[CH:28][C:22]=1[C:23]([N:25]=[C:26]=[S:27])=[O:24]. The catalyst is C1COCC1. The product is [F:20][C:21]1[CH:31]=[CH:30][CH:29]=[CH:28][C:22]=1[C:23]([NH:25][C:26](=[S:27])[NH:1][C:2]1[S:12][C:5]2[CH2:6][O:7][C:8]([CH3:11])([CH3:10])[CH2:9][C:4]=2[C:3]=1[C:13]([O:15][C:16]([CH3:19])([CH3:18])[CH3:17])=[O:14])=[O:24]. The yield is 0.500.